Dataset: Reaction yield outcomes from USPTO patents with 853,638 reactions. Task: Predict the reaction yield, written as a fraction of the theoretical maximum amount of product (1.0 means a 100% yield; for example, 0.34 means a 34% yield). (1) The reactants are [C:1]([C:5]1[CH:6]=[C:7]([CH:10]=[C:11]([C:14]([CH3:17])([CH3:16])[CH3:15])[C:12]=1[OH:13])[CH:8]=O)([CH3:4])([CH3:3])[CH3:2].C([O-])=O.[NH4+].[CH:22]([NH2:24])=[O:23]. The catalyst is O. The product is [CH:22]([NH:24][CH2:8][C:7]1[CH:6]=[C:5]([C:1]([CH3:4])([CH3:3])[CH3:2])[C:12]([OH:13])=[C:11]([C:14]([CH3:17])([CH3:16])[CH3:15])[CH:10]=1)=[O:23]. The yield is 0.760. (2) The reactants are [CH3:1][C:2]1[C:6]([C:7]2[CH:8]=[C:9]([CH2:13][CH2:14][N:15](C)[CH3:16])[CH:10]=[CH:11][CH:12]=2)=[C:5]([CH3:18])[NH:4][N:3]=1.C(N(C(C)C)CC)(C)C.ClC(OC(Cl)C)=O. The catalyst is C(Cl)Cl. The product is [CH3:18][C:5]1[C:6]([C:7]2[CH:8]=[C:9]([CH2:13][CH2:14][NH:15][CH3:16])[CH:10]=[CH:11][CH:12]=2)=[C:2]([CH3:1])[NH:3][N:4]=1. The yield is 0.830. (3) The reactants are [C:1]1([N:7]2[C:15]3[CH:14]=[CH:13][N:12]=[CH:11][C:10]=3[N:9]=[N:8]2)[CH:6]=[CH:5][CH:4]=[CH:3][CH:2]=1. The catalyst is CO.O=[Pt]=O. The product is [C:1]1([N:7]2[C:15]3[CH2:14][CH2:13][NH:12][CH2:11][C:10]=3[N:9]=[N:8]2)[CH:2]=[CH:3][CH:4]=[CH:5][CH:6]=1. The yield is 0.560. (4) The reactants are C(O[C:6](=O)[N:7]([C:9]1[CH:10]=[N:11][C:12]([Cl:16])=[CH:13][C:14]=1[I:15])C)(C)(C)C.FC(F)(F)C(O)=O. The product is [Cl:16][C:12]1[N:11]=[CH:10][C:9]([NH:7][CH3:6])=[C:14]([I:15])[CH:13]=1. The yield is 0.870. The catalyst is ClCCl. (5) The reactants are [F:1][C:2]1[CH:17]=[CH:16][CH:15]=[CH:14][C:3]=1[CH2:4][N:5]1[C:9]([CH3:10])=[CH:8][C:7]([C:11](O)=O)=[N:6]1.CC([NH2:22])(C)C.C(N(CC)CC)C.C(P1(=O)OP(CCC)(=O)OP(CCC)(=O)O1)CC.P(Cl)(Cl)(Cl)=O. The catalyst is C(OCC)(=O)C. The product is [F:1][C:2]1[CH:17]=[CH:16][CH:15]=[CH:14][C:3]=1[CH2:4][N:5]1[C:9]([CH3:10])=[CH:8][C:7]([C:11]#[N:22])=[N:6]1. The yield is 0.490. (6) The reactants are [Cl:1][C:2]1[CH:8]=[CH:7][C:5]([NH2:6])=[CH:4][C:3]=1[N+:9]([O-:11])=[O:10].[C:12](OC(=O)C)(=[O:14])[CH3:13]. The catalyst is C(Cl)Cl. The product is [Cl:1][C:2]1[CH:8]=[CH:7][C:5]([NH:6][C:12](=[O:14])[CH3:13])=[CH:4][C:3]=1[N+:9]([O-:11])=[O:10]. The yield is 0.960. (7) The reactants are Cl[C:2]1[C:11]2[C:6](=[CH:7][C:8]([O:14][CH2:15][CH2:16][N:17]3[CH2:22][CH2:21][N:20]([CH2:23][CH2:24][F:25])[CH2:19][CH2:18]3)=[C:9]([O:12][CH3:13])[CH:10]=2)[N:5]=[CH:4][N:3]=1.[OH:26][C:27]1[CH:28]=[C:29]2[C:33](=[N:34][CH:35]=1)[NH:32][CH:31]=[CH:30]2.C(=O)([O-])[O-].[K+].[K+]. The catalyst is CC(N(C)C)=O. The product is [NH:32]1[C:33]2[C:29](=[CH:28][C:27]([O:26][C:2]3[C:11]4[C:6](=[CH:7][C:8]([O:14][CH2:15][CH2:16][N:17]5[CH2:22][CH2:21][N:20]([CH2:23][CH2:24][F:25])[CH2:19][CH2:18]5)=[C:9]([O:12][CH3:13])[CH:10]=4)[N:5]=[CH:4][N:3]=3)=[CH:35][N:34]=2)[CH:30]=[CH:31]1. The yield is 0.560.